Dataset: Full USPTO retrosynthesis dataset with 1.9M reactions from patents (1976-2016). Task: Predict the reactants needed to synthesize the given product. (1) Given the product [CH2:1]([O:8][C:9]([N:11]1[CH2:12][CH:13]=[C:14]([C:18]2([C:21]([O:23][C:24]([CH3:27])([CH3:26])[CH3:25])=[O:22])[CH2:20][CH2:19]2)[CH2:15][CH2:16]1)=[O:10])[C:2]1[CH:3]=[CH:4][CH:5]=[CH:6][CH:7]=1, predict the reactants needed to synthesize it. The reactants are: [CH2:1]([O:8][C:9]([N:11]1[CH2:16][CH2:15][C:14]([C:18]2([C:21]([O:23][C:24]([CH3:27])([CH3:26])[CH3:25])=[O:22])[CH2:20][CH2:19]2)(O)[CH2:13][CH2:12]1)=[O:10])[C:2]1[CH:7]=[CH:6][CH:5]=[CH:4][CH:3]=1.[OH-].COC(NS([N+](CC)(CC)CC)(=O)=O)=O. (2) Given the product [CH3:28][S:29]([O:1][CH:2]1[CH2:5][N:4]([CH2:6][CH2:7][C:8]2[CH:13]=[CH:12][CH:11]=[CH:10][C:9]=2[N:14]2[CH2:19][CH2:18][CH2:17][CH2:16][C:15]2=[O:20])[CH2:3]1)(=[O:31])=[O:30], predict the reactants needed to synthesize it. The reactants are: [OH:1][CH:2]1[CH2:5][N:4]([CH2:6][CH2:7][C:8]2[CH:13]=[CH:12][CH:11]=[CH:10][C:9]=2[N:14]2[CH2:19][CH2:18][CH2:17][CH2:16][C:15]2=[O:20])[CH2:3]1.C(N(CC)CC)C.[CH3:28][S:29](Cl)(=[O:31])=[O:30].O. (3) Given the product [CH3:12][O:13][C:14]1[CH:15]=[C:16]([CH:26]=[CH:27][CH:28]=1)[O:17][C:18]1[CH:19]=[C:20]([CH:23]=[CH:24][CH:25]=1)[CH2:21][NH2:22], predict the reactants needed to synthesize it. The reactants are: [H-].[Al+3].[Li+].[H-].[H-].[H-].C1COCC1.[CH3:12][O:13][C:14]1[CH:15]=[C:16]([CH:26]=[CH:27][CH:28]=1)[O:17][C:18]1[CH:19]=[C:20]([CH:23]=[CH:24][CH:25]=1)[C:21]#[N:22].[OH-].[Na+]. (4) Given the product [N+:1]([C:4]1[CH:5]=[C:6]([C:13]([OH:15])=[O:14])[C:7]2[CH:8]=[N:9][NH:10][C:11]=2[CH:12]=1)([O-:3])=[O:2], predict the reactants needed to synthesize it. The reactants are: [N+:1]([C:4]1[CH:5]=[C:6]([C:13]([O:15]C)=[O:14])[C:7]2[CH:8]=[N:9][NH:10][C:11]=2[CH:12]=1)([O-:3])=[O:2].[OH-].[Na+].Cl. (5) Given the product [C:9]1([C@H:15](/[N:17]=[CH:4]\[C:3]([O:2][CH3:1])=[O:8])[CH3:16])[CH:14]=[CH:13][CH:12]=[CH:11][CH:10]=1, predict the reactants needed to synthesize it. The reactants are: [CH3:1][O:2][C:3](=[O:8])[CH:4](O)OC.[C:9]1([C@H:15]([NH2:17])[CH3:16])[CH:14]=[CH:13][CH:12]=[CH:11][CH:10]=1. (6) Given the product [Cl:1][C:2]([Cl:19])([F:18])[S:3][C:4]1[CH:5]=[N:6][NH:7][CH:8]=1, predict the reactants needed to synthesize it. The reactants are: [Cl:1][C:2]([Cl:19])([F:18])[S:3][C:4]1[CH:5]=[N:6][N:7](CC2C=CC(OC)=CC=2)[CH:8]=1.FC(F)(F)C(O)=O.C(=O)([O-])O.[Na+]. (7) Given the product [CH:1]([O:4][C:5]1[CH:6]=[C:7]([CH2:8][N:9]2[CH2:10][CH2:11][N:12]([CH3:15])[CH2:13][CH2:14]2)[CH:16]=[CH:17][C:18]=1[NH2:19])([CH3:3])[CH3:2], predict the reactants needed to synthesize it. The reactants are: [CH:1]([O:4][C:5]1[CH:6]=[C:7]([CH:16]=[CH:17][C:18]=1[N+:19]([O-])=O)[CH2:8][N:9]1[CH2:14][CH2:13][N:12]([CH3:15])[CH2:11][CH2:10]1)([CH3:3])[CH3:2]. (8) Given the product [IH:1].[CH2:15]([C:17]1[N:18]([CH2:31][C:32]#[C:33][C:2]2[CH:7]=[CH:6][CH:5]=[CH:4][CH:3]=2)[C:19]2[C:28]3[CH:27]=[CH:26][CH:25]=[CH:24][C:23]=3[N:22]=[C:21]([NH2:29])[C:20]=2[N:30]=1)[CH3:16], predict the reactants needed to synthesize it. The reactants are: [I:1][C:2]1[CH:7]=[CH:6][CH:5]=[CH:4][CH:3]=1.C(N(CC)CC)C.[CH2:15]([C:17]1[N:18]([CH2:31][C:32]#[CH:33])[C:19]2[C:28]3[CH:27]=[CH:26][CH:25]=[CH:24][C:23]=3[N:22]=[C:21]([NH2:29])[C:20]=2[N:30]=1)[CH3:16].